Dataset: Full USPTO retrosynthesis dataset with 1.9M reactions from patents (1976-2016). Task: Predict the reactants needed to synthesize the given product. (1) Given the product [F:14][C:7]1[C:8]([F:13])=[CH:9][C:10]([F:11])=[C:2]([F:1])[C:3]=1[C:4]([C:18]1[S:17][C:16]([Br:15])=[CH:20][CH:19]=1)=[O:5], predict the reactants needed to synthesize it. The reactants are: [F:1][C:2]1[C:10]([F:11])=[C:9](F)[C:8]([F:13])=[C:7]([F:14])[C:3]=1[C:4](Cl)=[O:5].[Br:15][C:16]1[S:17][CH:18]=[CH:19][CH:20]=1.[Cl-].[Al+3].[Cl-].[Cl-]. (2) Given the product [C:19]([C:14]1[CH:13]=[CH:12][C:11]([CH2:10][CH2:9][NH:8][C:6](=[O:7])[C:5]2[CH:17]=[CH:18][C:2]([Br:1])=[CH:3][CH:4]=2)=[CH:16][CH:15]=1)(=[O:21])[CH3:20], predict the reactants needed to synthesize it. The reactants are: [Br:1][C:2]1[CH:18]=[CH:17][C:5]([C:6]([NH:8][CH2:9][CH2:10][C:11]2[CH:16]=[CH:15][CH:14]=[CH:13][CH:12]=2)=[O:7])=[CH:4][CH:3]=1.[C:19](Cl)(=[O:21])[CH3:20].[Cl-].[Al+3].[Cl-].[Cl-]. (3) Given the product [C:3]([C:5]1[CH:10]=[CH:9][CH:8]=[CH:7][C:6]=1[NH:11][C:12]([C@H:14]1[C@H:16]([C:17]2[CH:26]=[CH:25][C:24]3[C:19](=[CH:20][CH:21]=[CH:22][CH:23]=3)[CH:18]=2)[CH2:15]1)=[O:13])([OH:4])=[O:2], predict the reactants needed to synthesize it. The reactants are: C[O:2][C:3]([C:5]1[CH:10]=[CH:9][CH:8]=[CH:7][C:6]=1[NH:11][C:12]([C@H:14]1[C@H:16]([C:17]2[CH:26]=[CH:25][C:24]3[C:19](=[CH:20][CH:21]=[CH:22][CH:23]=3)[CH:18]=2)[CH2:15]1)=[O:13])=[O:4].[OH-].[Na+]. (4) Given the product [ClH:1].[ClH:1].[CH3:54][C:49]1[CH:48]=[CH:47][C:46]2[C:51](=[CH:52][CH:53]=[C:44]3[O:43][CH2:42][C@H:41]([CH2:40][N:2]4[CH2:3][CH2:4][CH:5]([O:8][C:9]5[CH:10]=[CH:11][C:12]6[O:17][CH2:16][C:15](=[O:18])[NH:14][C:13]=6[CH:19]=5)[CH2:6][CH2:7]4)[O:55][C:45]3=2)[N:50]=1, predict the reactants needed to synthesize it. The reactants are: [ClH:1].[NH:2]1[CH2:7][CH2:6][CH:5]([O:8][C:9]2[CH:10]=[CH:11][C:12]3[O:17][CH2:16][C:15](=[O:18])[NH:14][C:13]=3[CH:19]=2)[CH2:4][CH2:3]1.C(N(CC)C(C)C)(C)C.BrC1C=CC(S(O[CH2:40][C@@H:41]2[O:55][C:45]3=[C:46]4[C:51](=[CH:52][CH:53]=[C:44]3[O:43][CH2:42]2)[N:50]=[C:49]([CH3:54])[CH:48]=[CH:47]4)(=O)=O)=CC=1.C(=O)(O)[O-].[Na+]. (5) Given the product [C:5]([O:16][C:13]1[CH:14]=[CH:15][C:10]([Br:9])=[CH:11][CH:12]=1)(=[O:7])[CH3:6], predict the reactants needed to synthesize it. The reactants are: [Cl-].[Al+3].[Cl-].[Cl-].[C:5](Cl)(=[O:7])[CH3:6].[Br:9][C:10]1[CH:15]=[CH:14][C:13]([OH:16])=[CH:12][CH:11]=1. (6) Given the product [F:28][C:25]([F:26])([F:27])[C:22]1[CH:23]=[CH:24][C:19]([O:18][C:15]([CH3:16])([CH3:17])[C:14]([NH2:13])=[O:29])=[N:20][CH:21]=1, predict the reactants needed to synthesize it. The reactants are: C(C1C=C(C(C)C(C2C=CC(Cl)=CC=2)([NH:13][C:14](=[O:29])[C:15]([O:18][C:19]2[CH:24]=[CH:23][C:22]([C:25]([F:28])([F:27])[F:26])=[CH:21][N:20]=2)([CH3:17])[CH3:16])C)C=C(F)C=1)#N.C(P(C(C)(C)C)C(C)(C)C)(C)(C)C.